From a dataset of Full USPTO retrosynthesis dataset with 1.9M reactions from patents (1976-2016). Predict the reactants needed to synthesize the given product. (1) Given the product [N:6]1([CH2:12][CH2:13][O:14][N:15]=[CH:2][CH2:1][Cl:4])[CH2:11][CH2:10][O:9][CH2:8][CH2:7]1, predict the reactants needed to synthesize it. The reactants are: [CH:1](=O)[CH3:2].[ClH:4].Cl.[N:6]1([CH2:12][CH2:13][O:14][NH2:15])[CH2:11][CH2:10][O:9][CH2:8][CH2:7]1.[OH-].[Na+]. (2) Given the product [CH2:1]([N:8]1[C:9]2[C:10](=[CH:11][C:12]([O:15][CH2:16][C:17]#[CH:18])=[CH:13][CH:14]=2)[C:19]([C:21]2[CH:26]=[CH:25][C:24]([CH:27]([CH3:29])[CH3:28])=[CH:23][CH:22]=2)=[N:32][C:31]1=[S:30])[C:2]1[CH:7]=[CH:6][CH:5]=[CH:4][CH:3]=1, predict the reactants needed to synthesize it. The reactants are: [CH2:1]([NH:8][C:9]1[CH:14]=[CH:13][C:12]([O:15][CH2:16][C:17]#[CH:18])=[CH:11][C:10]=1[C:19]([C:21]1[CH:26]=[CH:25][C:24]([CH:27]([CH3:29])[CH3:28])=[CH:23][CH:22]=1)=O)[C:2]1[CH:7]=[CH:6][CH:5]=[CH:4][CH:3]=1.[S-:30][C:31]#[N:32].[K+]. (3) Given the product [CH3:10][O:1]/[C:2](/[CH2:8][CH3:9])=[CH:3]/[C:4]([O:6][CH3:7])=[O:5], predict the reactants needed to synthesize it. The reactants are: [O:1]=[C:2]([CH2:8][CH3:9])[CH2:3][C:4]([O:6][CH3:7])=[O:5].[CH:10]([O-])([O-])OC.[C]=O. (4) Given the product [CH3:1][N:2]1[C:6]2[CH:7]=[C:8]([NH2:11])[CH:9]=[CH:10][C:5]=2[N:4]=[CH:3]1, predict the reactants needed to synthesize it. The reactants are: [CH3:1][N:2]1[C:6]2[CH:7]=[C:8]([N+:11]([O-])=O)[CH:9]=[CH:10][C:5]=2[N:4]=[CH:3]1. (5) Given the product [F:1][C:2]1[CH:3]=[C:4]([CH:6]=[CH:7][CH:8]=1)[NH:5][CH3:14].[OH:10][CH2:9][N:11]1[C:15]2[CH:16]=[CH:17][CH:18]=[CH:19][C:14]=2[N:13]=[N:12]1.[NH:11]1[C:3]2[CH:2]=[CH:8][CH:7]=[CH:6][C:4]=2[N:5]=[N:12]1, predict the reactants needed to synthesize it. The reactants are: [F:1][C:2]1[CH:3]=[C:4]([CH:6]=[CH:7][CH:8]=1)[NH2:5].[CH2:9]=[O:10].[NH:11]1[C:15]2[CH:16]=[CH:17][CH:18]=[CH:19][C:14]=2[N:13]=[N:12]1. (6) Given the product [C:30]([CH2:29][C@@H:20]1[CH2:19][C:18]2[C:17]3[C:16]([O:15][CH:12]4[CH2:11][CH2:10][CH:9]([NH:8][C:6](=[O:7])[O:5][C:1]([CH3:2])([CH3:4])[CH3:3])[CH2:14][CH2:13]4)=[N:28][CH:27]=[N:26][C:25]=3[S:24][C:23]=2[CH2:22][CH2:21]1)(=[O:32])[NH2:37], predict the reactants needed to synthesize it. The reactants are: [C:1]([O:5][C:6]([NH:8][CH:9]1[CH2:14][CH2:13][CH:12]([O:15][C:16]2[C:17]3[C:18]4[CH2:19][C@@H:20]([CH2:29][C:30]([OH:32])=O)[CH2:21][CH2:22][C:23]=4[S:24][C:25]=3[N:26]=[CH:27][N:28]=2)[CH2:11][CH2:10]1)=[O:7])([CH3:4])([CH3:3])[CH3:2].[NH4+].[Cl-].CC[N:37]=C=NCCCN(C)C.C1C=CC2N(O)N=NC=2C=1. (7) Given the product [CH3:22][C:11]1[CH:10]=[CH:9][CH:8]=[C:7]2[C:12]=1[C:13](=[O:21])[N:14]([C:15]1[CH:16]=[CH:17][CH:18]=[CH:19][CH:20]=1)[C:5]([CH:2]([NH:1][C:24]1[N:32]=[CH:31][N:30]=[C:29]3[C:25]=1[N:26]=[CH:27][NH:28]3)[CH2:3][CH3:4])=[N:6]2, predict the reactants needed to synthesize it. The reactants are: [NH2:1][CH:2]([C:5]1[N:14]([C:15]2[CH:20]=[CH:19][CH:18]=[CH:17][CH:16]=2)[C:13](=[O:21])[C:12]2[C:7](=[CH:8][CH:9]=[CH:10][C:11]=2[CH3:22])[N:6]=1)[CH2:3][CH3:4].Br[C:24]1[N:32]=[CH:31][N:30]=[C:29]2[C:25]=1[NH:26][CH:27]=[N:28]2.C(N(C(C)C)CC)(C)C. (8) Given the product [C:22]([NH:43][C:19](=[O:21])[C@H:9]([CH2:10][C:11]1[CH:16]=[CH:15][C:14]([O:17][C:29](=[O:42])[CH3:30])=[C:13]([I:18])[CH:12]=1)[NH2:8])([O:47][C:46]([CH3:45])([CH3:48])[CH3:51])=[O:24], predict the reactants needed to synthesize it. The reactants are: C([NH:8][C@H:9]([C:19]([OH:21])=O)[CH2:10][C:11]1[CH:16]=[CH:15][C:14]([OH:17])=[C:13]([I:18])[CH:12]=1)(OC(C)(C)C)=O.[C:22](OC(=O)C)(=[O:24])C.[CH2:29](Cl)[CH2:30]Cl.C1C=CC2N([OH:42])N=NC=2C=1.[NH3:43].C(O)(=O)[CH2:45][C:46]([CH2:51]C(O)=O)([C:48](O)=O)[OH:47]. (9) Given the product [NH2:12][C:5]1[C:6]2[C:11](=[CH:10][CH:9]=[CH:8][CH:7]=2)[CH:2]=[C:3]([NH2:15])[CH:4]=1, predict the reactants needed to synthesize it. The reactants are: I[C:2]1[C:11]2[C:6](=[CH:7][CH:8]=[CH:9][CH:10]=2)[C:5]([N+:12]([O-])=O)=[CH:4][C:3]=1[N+:15]([O-])=O.O.O.Cl[Sn]Cl.C([O-])(O)=O.[Na+].O(C(OC(C)(C)C)=O)C(OC(C)(C)C)=O.